Task: Predict the product of the given reaction.. Dataset: Forward reaction prediction with 1.9M reactions from USPTO patents (1976-2016) (1) The product is: [CH3:13][O:12][C:10]([C:8]1[S:9][C:5]([C:4]#[C:3][CH2:2][NH:23][C@H:24]([CH2:32][CH2:33][C:34]([O:36][C:37]([CH3:40])([CH3:39])[CH3:38])=[O:35])[C:25]([O:27][C:28]([CH3:31])([CH3:30])[CH3:29])=[O:26])=[CH:6][CH:7]=1)=[O:11]. Given the reactants Br[CH2:2][C:3]#[C:4][C:5]1[S:9][C:8]([C:10]([O:12][CH3:13])=[O:11])=[CH:7][CH:6]=1.COC(=O)CC1C=CC(C[NH:23][C@H:24]([CH2:32][CH2:33][C:34]([O:36][C:37]([CH3:40])([CH3:39])[CH3:38])=[O:35])[C:25]([O:27][C:28]([CH3:31])([CH3:30])[CH3:29])=[O:26])=CC=1, predict the reaction product. (2) Given the reactants [NH2:1][CH2:2][CH2:3][CH2:4][P:5]([CH3:8])(=[O:7])[OH:6].[C:9]([O:14][CH:15]([O:17][C:18](OC1CC(=O)NC1=O)=[O:19])[CH3:16])(=[O:13])[CH:10]([CH3:12])[CH3:11], predict the reaction product. The product is: [C:9]([O:14][CH:15]([O:17][C:18]([NH:1][CH2:2][CH2:3][CH2:4][P:5]([CH3:8])(=[O:6])[OH:7])=[O:19])[CH3:16])(=[O:13])[CH:10]([CH3:12])[CH3:11]. (3) The product is: [CH:15]1[C:14]2[SiH2:13][C:25]3[C:20](=[CH:21][CH:22]=[CH:23][CH:24]=3)[C:19]=2[CH:18]=[CH:17][CH:16]=1. Given the reactants CC1C([Li])C2C(C=1)=CC=CC=2.Cl[Si:13]1(Cl)[C:25]2[CH:24]=[CH:23][CH:22]=[CH:21][C:20]=2[C:19]2[C:14]1=[CH:15][CH:16]=[CH:17][CH:18]=2, predict the reaction product. (4) Given the reactants [CH2:1]([C@H:8]([NH:39]C(=O)OC(C)(C)C)[C@H:9]([OH:38])[CH2:10][C@H:11]([NH:25][C:26](=[O:37])[C@@H:27]([NH:32][C:33]([O:35][CH3:36])=[O:34])[C:28]([CH3:31])([CH3:30])[CH3:29])[CH2:12][C:13]1[CH:18]=[CH:17][C:16]([C:19]2[CH:24]=[CH:23][CH:22]=[CH:21][N:20]=2)=[CH:15][CH:14]=1)[C:2]1[CH:7]=[CH:6][CH:5]=[CH:4][CH:3]=1.FC(F)(F)C(O)=O, predict the reaction product. The product is: [NH2:39][C@@H:8]([CH2:1][C:2]1[CH:3]=[CH:4][CH:5]=[CH:6][CH:7]=1)[C@H:9]([OH:38])[CH2:10][C@H:11]([NH:25][C:26]([C@@H:27]([NH:32][C:33](=[O:34])[O:35][CH3:36])[C:28]([CH3:31])([CH3:30])[CH3:29])=[O:37])[CH2:12][C:13]1[CH:18]=[CH:17][C:16]([C:19]2[CH:24]=[CH:23][CH:22]=[CH:21][N:20]=2)=[CH:15][CH:14]=1. (5) The product is: [Br:30][C:31]1[CH:36]=[CH:35][C:34]([CH:37]([OH:41])[C:38]([N:16]2[CH2:20][CH2:19][C:18]3([C:24]4[CH:25]=[CH:26][CH:27]=[CH:28][C:23]=4[C:22](=[O:29])[O:21]3)[CH2:17]2)=[O:39])=[C:33]([F:42])[CH:32]=1. Given the reactants CC1(C)C2CCC1(CS(O)(=O)=O)C(=O)C2.[NH:16]1[CH2:20][CH2:19][C:18]2([C:24]3[CH:25]=[CH:26][CH:27]=[CH:28][C:23]=3[C:22](=[O:29])[O:21]2)[CH2:17]1.[Br:30][C:31]1[CH:36]=[CH:35][C:34]([CH:37]([OH:41])[C:38](O)=[O:39])=[C:33]([F:42])[CH:32]=1.F[P-](F)(F)(F)(F)F.N1(O[P+](N(C)C)(N(C)C)N(C)C)C2C=CC=CC=2N=N1.C(N(CC)C(C)C)(C)C, predict the reaction product. (6) Given the reactants [CH2:1]1[C:10]2[C:5](=CC=C[CH:9]=2)[CH2:4][CH2:3][N:2]1[CH2:11][CH2:12][CH2:13][CH2:14][O:15][C:16]1[N:25]=[C:24]2[C:19]([CH2:20][CH2:21][C:22](=[O:26])[NH:23]2)=[CH:18][CH:17]=1.[C:27]1([N:33]2C=C3CNCCC3=[N:34]2)[CH:32]=[CH:31][CH:30]=[CH:29][CH:28]=1, predict the reaction product. The product is: [C:27]1([N:33]2[CH:9]=[C:10]3[CH2:1][N:2]([CH2:11][CH2:12][CH2:13][CH2:14][O:15][C:16]4[N:25]=[C:24]5[C:19]([CH2:20][CH2:21][C:22](=[O:26])[NH:23]5)=[CH:18][CH:17]=4)[CH2:3][CH2:4][C:5]3=[N:34]2)[CH:32]=[CH:31][CH:30]=[CH:29][CH:28]=1. (7) Given the reactants [CH2:1]1[O:9][C:8]2[CH:7]=[CH:6][C:5]([OH:10])=[CH:4][C:3]=2[O:2]1.Cl[CH:12]([S:22][CH3:23])[C:13]([NH:15][C:16]([CH3:21])([C:18]#[C:19][CH3:20])[CH3:17])=[O:14], predict the reaction product. The product is: [CH2:1]1[O:9][C:8]2[CH:7]=[CH:6][C:5]([O:10][CH:12]([S:22][CH3:23])[C:13]([NH:15][C:16]([CH3:17])([C:18]#[C:19][CH3:20])[CH3:21])=[O:14])=[CH:4][C:3]=2[O:2]1. (8) Given the reactants [Cl:1][C:2]1[N:7]=[C:6]([N:8]([CH3:18])[C:9]2[CH:10]=[C:11]3[C:15](=[CH:16][CH:17]=2)[NH:14][N:13]=[CH:12]3)[CH:5]=[CH:4][N:3]=1.[CH3:19][C:20]([O:23][C:24](O[C:24]([O:23][C:20]([CH3:22])([CH3:21])[CH3:19])=[O:25])=[O:25])([CH3:22])[CH3:21], predict the reaction product. The product is: [Cl:1][C:2]1[N:7]=[C:6]([N:8]([CH3:18])[C:9]2[CH:10]=[C:11]3[C:15](=[CH:16][CH:17]=2)[N:14]([C:24]([O:23][C:20]([CH3:22])([CH3:21])[CH3:19])=[O:25])[N:13]=[CH:12]3)[CH:5]=[CH:4][N:3]=1.